From a dataset of Full USPTO retrosynthesis dataset with 1.9M reactions from patents (1976-2016). Predict the reactants needed to synthesize the given product. (1) Given the product [CH3:10][C:11]1[CH:16]=[C:15]([C:17]2[NH:21][CH:20]=[N:19][N:18]=2)[CH:14]=[CH:13][C:12]=1[C:28]1[N:33]=[C:32]2[NH:34][C:35]3([CH2:39][CH2:40]3)[C:36](=[O:38])[NH:37][C:31]2=[N:30][CH:29]=1, predict the reactants needed to synthesize it. The reactants are: Cl.O.FC(F)(F)C(O)=O.[CH3:10][C:11]1[CH:16]=[C:15]([C:17]2[N:21](C3CCCCO3)[CH:20]=[N:19][N:18]=2)[CH:14]=[CH:13][C:12]=1[C:28]1[N:33]=[C:32]2[NH:34][C:35]3([CH2:40][CH2:39]3)[C:36](=[O:38])[NH:37][C:31]2=[N:30][CH:29]=1. (2) Given the product [F:1][C:2]1[CH:7]=[C:6]([F:8])[CH:5]=[CH:4][C:3]=1[CH2:9][C:10]1[CH:19]=[C:18]2[C:13]([C:14]([OH:26])=[C:15]([C:21]([NH:31][CH2:30][CH2:29][O:28][CH3:27])=[O:22])[C:16](=[O:20])[NH:17]2)=[N:12][CH:11]=1, predict the reactants needed to synthesize it. The reactants are: [F:1][C:2]1[CH:7]=[C:6]([F:8])[CH:5]=[CH:4][C:3]=1[CH2:9][C:10]1[CH:19]=[C:18]2[C:13]([C:14]([OH:26])=[C:15]([C:21](OCC)=[O:22])[C:16](=[O:20])[NH:17]2)=[N:12][CH:11]=1.[CH3:27][O:28][CH2:29][CH2:30][NH2:31]. (3) Given the product [CH2:32]([O:39][CH2:40][C:41]1[C:42]([O:51][CH3:52])=[N:43][CH:44]=[CH:45][C:46]=1[C@@:47]([OH:50])([CH2:1][CH3:2])[CH2:48][C:49]([OH:55])=[O:54])[C:33]1[CH:34]=[CH:35][CH:36]=[CH:37][CH:38]=1, predict the reactants needed to synthesize it. The reactants are: [C:1](N1[C@H](C2C=CC=CC=2)[C@H](C2C=CC=CC=2)OC1=O)(=O)[CH3:2].C[Si]([N-][Si](C)(C)C)(C)C.[Li+].[CH2:32]([O:39][CH2:40][C:41]1[C:42]([O:51][CH3:52])=[N:43][CH:44]=[CH:45][C:46]=1[C:47](=[O:50])[CH2:48][CH3:49])[C:33]1[CH:38]=[CH:37][CH:36]=[CH:35][CH:34]=1.[Li+].[OH-:54].[OH:55]O. (4) Given the product [Cl:19][C:16]1[CH:17]=[CH:18][C:11]2[CH2:10][CH2:9][NH:8][CH2:14][CH2:13][C:12]=2[C:15]=1[CH2:20][S:21][C:22]1[S:23][CH2:24][CH2:25][N:26]=1, predict the reactants needed to synthesize it. The reactants are: C(OC([N:8]1[CH2:14][CH2:13][C:12]2[C:15]([CH2:20][S:21][C:22]3[S:23][CH2:24][CH2:25][N:26]=3)=[C:16]([Cl:19])[CH:17]=[CH:18][C:11]=2[CH2:10][CH2:9]1)=O)(C)(C)C.FC(F)(F)C(O)=O. (5) Given the product [CH3:1][O:2][C:3](=[O:25])[CH:4]([N:5]1[C:11](=[O:12])[CH2:10][CH2:9][N:8]([C:13](=[O:24])/[CH:14]=[CH:15]/[C:16]2[CH:21]=[CH:20][C:19]([Cl:22])=[C:18]([Cl:23])[CH:17]=2)[CH2:7][CH2:6]1)[CH2:27][C:28]([O:30][C:31]([CH3:34])([CH3:33])[CH3:32])=[O:29], predict the reactants needed to synthesize it. The reactants are: [CH3:1][O:2][C:3](=[O:25])[CH2:4][N:5]1[C:11](=[O:12])[CH2:10][CH2:9][N:8]([C:13](=[O:24])/[CH:14]=[CH:15]/[C:16]2[CH:21]=[CH:20][C:19]([Cl:22])=[C:18]([Cl:23])[CH:17]=2)[CH2:7][CH2:6]1.Br[CH2:27][C:28]([O:30][C:31]([CH3:34])([CH3:33])[CH3:32])=[O:29].OS([O-])(=O)=O.[K+].